This data is from Catalyst prediction with 721,799 reactions and 888 catalyst types from USPTO. The task is: Predict which catalyst facilitates the given reaction. (1) Reactant: [N:1]([C:4]1[CH:9]=[CH:8][CH:7]=[C:6]([F:10])[C:5]=1[N+:11]([O-:13])=[O:12])=[N+]=[N-].[C:14]1([P:20]([C:27]2[CH:32]=[CH:31][CH:30]=[CH:29][CH:28]=2)[C:21]2[CH:26]=[CH:25][CH:24]=[CH:23][CH:22]=2)[CH:19]=[CH:18][CH:17]=[CH:16][CH:15]=1. Product: [F:10][C:6]1[C:5]([N+:11]([O-:13])=[O:12])=[C:4]([N:1]=[P:20]([C:21]2[CH:22]=[CH:23][CH:24]=[CH:25][CH:26]=2)([C:27]2[CH:32]=[CH:31][CH:30]=[CH:29][CH:28]=2)[C:14]2[CH:15]=[CH:16][CH:17]=[CH:18][CH:19]=2)[CH:9]=[CH:8][CH:7]=1. The catalyst class is: 20. (2) Reactant: [C:1]([N:4]1[CH2:9][CH2:8][N:7]2[N:10]=[C:11]([NH:13][C:14]3[C:15](=[O:22])[N:16]([CH3:21])[CH:17]=[C:18](Br)[CH:19]=3)[CH:12]=[C:6]2[CH2:5]1)(=[O:3])[CH3:2].[B:23]1([B:23]2[O:27][C:26]([CH3:29])([CH3:28])[C:25]([CH3:31])([CH3:30])[O:24]2)[O:27][C:26]([CH3:29])([CH3:28])[C:25]([CH3:31])([CH3:30])[O:24]1.CC(C1C=C(C(C)C)C(C2C=CC=CC=2P(C2CCCCC2)C2CCCCC2)=C(C(C)C)C=1)C.C([O-])(=O)C.[K+]. Product: [C:1]([N:4]1[CH2:9][CH2:8][N:7]2[N:10]=[C:11]([NH:13][C:14]3[C:15](=[O:22])[N:16]([CH3:21])[CH:17]=[C:18]([B:23]4[O:27][C:26]([CH3:29])([CH3:28])[C:25]([CH3:31])([CH3:30])[O:24]4)[CH:19]=3)[CH:12]=[C:6]2[CH2:5]1)(=[O:3])[CH3:2]. The catalyst class is: 102.